Dataset: Full USPTO retrosynthesis dataset with 1.9M reactions from patents (1976-2016). Task: Predict the reactants needed to synthesize the given product. Given the product [OH:2][CH:1]([CH:3]1[C:7]2([CH2:12][CH2:11][N:10]([C:13]([O:15][C:16]([CH3:19])([CH3:18])[CH3:17])=[O:14])[CH2:9][CH2:8]2)[CH2:6][CH2:5][CH:4]1[O:20][Si:21]([C:24]([CH3:27])([CH3:26])[CH3:25])([CH3:22])[CH3:23])[CH2:28][CH3:29], predict the reactants needed to synthesize it. The reactants are: [CH:1]([CH:3]1[C:7]2([CH2:12][CH2:11][N:10]([C:13]([O:15][C:16]([CH3:19])([CH3:18])[CH3:17])=[O:14])[CH2:9][CH2:8]2)[CH2:6][CH2:5][CH:4]1[O:20][Si:21]([C:24]([CH3:27])([CH3:26])[CH3:25])([CH3:23])[CH3:22])=[O:2].[CH2:28]([Mg]Br)[CH3:29].C(=O)(O)[O-].[Na+].